Dataset: Reaction yield outcomes from USPTO patents with 853,638 reactions. Task: Predict the reaction yield, written as a fraction of the theoretical maximum amount of product (1.0 means a 100% yield; for example, 0.34 means a 34% yield). (1) The reactants are [NH2:1][C:2]1[C:9]([Cl:10])=[CH:8][C:7]([NH2:11])=[CH:6][C:3]=1[C:4]#[N:5].Br[CH2:13][CH2:14][O:15][CH2:16][CH2:17]Br.C(N(CC)C(C)C)(C)C.C(=O)(O)[O-]. The catalyst is CN(C)C=O. The product is [NH2:1][C:2]1[C:9]([Cl:10])=[CH:8][C:7]([N:11]2[CH2:17][CH2:16][O:15][CH2:14][CH2:13]2)=[CH:6][C:3]=1[C:4]#[N:5]. The yield is 0.910. (2) The reactants are Br[C:2]1[CH:7]=[CH:6][CH:5]=[CH:4][N:3]=1.C([Li])CCC.[NH2:13][C:14]1[CH:22]=[CH:21][C:20]([Cl:23])=[CH:19][C:15]=1[C:16](O)=[O:17].Cl[Si](C)(C)C.Cl. The catalyst is CCOCC.C1COCC1. The product is [NH2:13][C:14]1[CH:22]=[CH:21][C:20]([Cl:23])=[CH:19][C:15]=1[C:16]([C:2]1[CH:7]=[CH:6][CH:5]=[CH:4][N:3]=1)=[O:17]. The yield is 0.450. (3) The reactants are [CH3:1][CH:2]([CH3:39])[CH2:3][C@H:4]([NH:17][C:18](=[O:38])[C@@H:19]([NH:28][C:29](=[O:37])[CH2:30][N:31]1[CH2:36][CH2:35][O:34][CH2:33][CH2:32]1)[CH2:20][CH2:21][C:22]1[CH:27]=[CH:26][CH:25]=[CH:24][CH:23]=1)[C:5]([O:7][CH2:8][C:9]1[CH:14]=[CH:13][C:12]([O:15][CH3:16])=[CH:11][CH:10]=1)=[O:6].C[Si]([N-][Si](C)(C)C)(C)C.[K+].[CH3:50][C:51]([O:58][CH2:59][C:60]#[CH:61])([CH3:57])[C:52]([O:54][CH2:55]I)=[O:53]. The catalyst is C1COCC1. The product is [CH3:1][CH:2]([CH3:39])[CH2:3][C@H:4]([N:17]([CH2:55][O:54][C:52](=[O:53])[C:51]([CH3:50])([O:58][CH2:59][C:60]#[CH:61])[CH3:57])[C:18](=[O:38])[C@@H:19]([NH:28][C:29](=[O:37])[CH2:30][N:31]1[CH2:32][CH2:33][O:34][CH2:35][CH2:36]1)[CH2:20][CH2:21][C:22]1[CH:27]=[CH:26][CH:25]=[CH:24][CH:23]=1)[C:5]([O:7][CH2:8][C:9]1[CH:14]=[CH:13][C:12]([O:15][CH3:16])=[CH:11][CH:10]=1)=[O:6]. The yield is 0.685. (4) The reactants are [Br:1][C:2]1[CH:10]=[C:9]2[C:5]([CH2:6][C:7]3([CH2:27][CH2:26][CH:25]([O:28][CH3:29])[CH2:24][CH2:23]3)[C:8]2([NH:16][S:17]([C:19]([CH3:22])([CH3:21])[CH3:20])=[O:18])[C:11]([O:13][CH2:14][CH3:15])=C)=[CH:4][CH:3]=1.C([O-])([O-])=[O:31].[Cs+].[Cs+]. The catalyst is O1CCOCC1.Cl[Pd](Cl)([P](C1C=CC=CC=1)(C1C=CC=CC=1)C1C=CC=CC=1)[P](C1C=CC=CC=1)(C1C=CC=CC=1)C1C=CC=CC=1. The product is [Br:1][C:2]1[CH:10]=[C:9]2[C:5]([CH2:6][C:7]3([CH2:27][CH2:26][CH:25]([O:28][CH3:29])[CH2:24][CH2:23]3)[C:8]2([NH:16][S:17]([C:19]([CH3:21])([CH3:22])[CH3:20])=[O:18])[C:11]([O:13][CH2:14][CH3:15])=[O:31])=[CH:4][CH:3]=1. The yield is 0.300. (5) The reactants are [O:1]=[C:2]1[NH:7][C:6](=[O:8])[CH:5]=[N:4][N:3]1[C:9]1[CH:10]=[C:11]([NH:15][C:16](=[O:18])[CH3:17])[CH:12]=[CH:13][CH:14]=1.[C:19]([C:21]1[CH:28]=[CH:27][C:24]([CH2:25]Br)=[CH:23][CH:22]=1)#[N:20].C(=O)([O-])[O-].[K+].[K+]. The product is [C:19]([C:21]1[CH:28]=[CH:27][C:24]([CH2:25][N:7]2[C:6](=[O:8])[CH:5]=[N:4][N:3]([C:9]3[CH:10]=[C:11]([NH:15][C:16](=[O:18])[CH3:17])[CH:12]=[CH:13][CH:14]=3)[C:2]2=[O:1])=[CH:23][CH:22]=1)#[N:20]. The yield is 0.350. The catalyst is C(#N)C.